From a dataset of Experimentally validated miRNA-target interactions with 360,000+ pairs, plus equal number of negative samples. Binary Classification. Given a miRNA mature sequence and a target amino acid sequence, predict their likelihood of interaction. (1) The miRNA is hsa-miR-7703 with sequence UUGCACUCUGGCCUUCUCCCAGG. The protein sequence of the target gene is MEKRETFVQAVSKELVGEFLQFVQLDKEASDPFSLNELLDELSRKQKEELWQRLKNLLTDVLLESPVDGWQVVEAQGEDNMETEHGSKMRKSIEIIYAITSVILASVSVINESENYEALLECVIILNGILYALPESERKLQSSIQDLCVTWWEKGLPAKEDTGKTAFVMLLRRSLETKTGADVCRLWRIHQALYCFDYDLEESGEIKDMLLECFININYIKKEEGRRFLSCLFNWNINFIKMIHGTIKNQLQGLQKSLMVYIAEIYFRAWKKASGKILEAIENDCIQDFMFHGIHLPRRS.... Result: 1 (interaction). (2) The miRNA is mmu-miR-3091-5p with sequence CAUGGGUCUGGUUGGGCCCGC. The protein sequence of the target gene is MQAAAAASFWLLCVLGTCPLARCGRAGVASLKGLERGKENRFLERQSIIPLRLIYRLGGEDETQHNQLDTRVRGDPGGPQLTHVDKASFRVDAFGTSFVLDVLLNHELLSSGYVERQIEHGGKVVENKGGEHCYYQGQIRGNPVSFVALSTCHGLHGMFYDGNHTYLIEPEENEKSQESSHCHSVYKSRQFEFPLDDLPSEFQRVNITPPQFILKPRLKRRKRQLLRFPRNVEEETKYIELMIVNDHLMFKKHRLSVVYTNTYAKSVVNMADVIYKDQLKTRIVLVAMETWAADNKFAIS.... Result: 0 (no interaction). (3) The miRNA is hsa-miR-6852-5p with sequence CCCUGGGGUUCUGAGGACAUG. The protein sequence of the target gene is MAFYSYNSVLAIARTRFPSHFVHPTCSSYSPSCAFLHLPDSHLNKTCMKNYESKKYSDPSQPGNTVLHPGTRLIQKLHTSTCWLQEVPGKPQLEQATKHPQVTSPQATKETGMEIKEGKQSYRQKIMDELKYYYNGFYLLWIDAKVAARMVWRLLHGQVLTRRERRRLLRTCVDFFRLVPFMVFLIVPFMEFLLPVFLKLFPEMLPSTFESESKKEEKQKKKMAVKLELAKFLQETMTEMARRNRAKMGDASTQLSSYVKQVQTGHKPSTKEIVRFSKLFEDQLALEHLDRPQLVALCKL.... Result: 1 (interaction). (4) The miRNA is hsa-miR-526b-3p with sequence GAAAGUGCUUCCUUUUAGAGGC. The protein sequence of the target gene is MERKGSAAGAKGNPSPPAAGEGQRPPPPLCVPGGGGGAPARGQVGAAAEPAELIRRAHEFKSQGAQCYKDKKFREAIGKYHRALLELKGLLPPPGERERDSRPASPAGALKPGRLSEEQSKTVEAIEIDCYNSLAACLLQAELVNYERVKEYCLKVLKKEGENFKALYRSGVAFYHLGDYDKALYYLKEARTQQPTDTNVIRYIQLTEMKLSRCSQREKEAM. Result: 1 (interaction). (5) The miRNA is hsa-miR-660-3p with sequence ACCUCCUGUGUGCAUGGAUUA. The protein sequence of the target gene is MPLFFRKRKPSEEARKRLEYQMCLAKEAGADDILDISKCELSEIPFGAFATCKVLQKKVLIVHTNHLTSLLPKSCSLLSLATIKVLDLHDNQLTALPDDLGQLTALQVLNVERNQLMQLPRSIGNLTQLQTLNVKDNKLKELPDTVGELRSLRTLNISGNEIQRLPQMLAHVRTLEMLSLDASAMVYPPREVCGAGTAAILQFLCKESGLEYYPPSQYLLPILEQDGIENSRDSPDGPTDRFSREELEWQNRFSDYEKRKEQKMLEKLEFERRLELGQREHTQLLQQSSSQKDEILQTVK.... Result: 1 (interaction).